This data is from Forward reaction prediction with 1.9M reactions from USPTO patents (1976-2016). The task is: Predict the product of the given reaction. (1) Given the reactants [CH3:1][S:2][CH2:3][C:4](OCC)=[O:5].[NH2:9][C:10]1[CH:30]=[CH:29][C:13]([CH2:14][N:15]2[N:20]=[C:19]([C:21]3[CH:26]=[CH:25][C:24]([Cl:27])=[CH:23][CH:22]=3)[CH2:18][O:17][C:16]2=[O:28])=[CH:12][CH:11]=1.C(OCl)(C)(C)C.C(N(CC)CC)C.Cl, predict the reaction product. The product is: [Cl:27][C:24]1[CH:25]=[CH:26][C:21]([C:19]2[CH2:18][O:17][C:16](=[O:28])[N:15]([CH2:14][C:13]3[CH:29]=[C:30]4[C:10](=[CH:11][CH:12]=3)[NH:9][C:4](=[O:5])[CH:3]4[S:2][CH3:1])[N:20]=2)=[CH:22][CH:23]=1. (2) The product is: [CH2:23]([O:2][C:1](=[O:4])[C:8]1[CH:13]=[CH:12][C:11]([C:14]([F:17])([F:16])[F:15])=[CH:10][CH:9]=1)[CH2:18][CH2:19][CH3:20]. Given the reactants [C:1](=[O:4])([O-])[O-:2].[Na+].[Na+].Br[C:8]1[CH:13]=[CH:12][C:11]([C:14]([F:17])([F:16])[F:15])=[CH:10][CH:9]=1.[C:18]12(P[C:18]34CC(C[CH2:23]3)[CH2:20][CH2:19]4)CC(C[CH2:23]1)[CH2:20][CH2:19]2, predict the reaction product. (3) Given the reactants [C:1]1([CH3:13])[CH:6]=[CH:5][CH:4]=[CH:3][C:2]=1[N:7]1[CH2:12][CH2:11][NH:10][CH2:9][CH2:8]1.Br[CH2:15][CH2:16][CH2:17][N:18]1[C:22](=[O:23])[C:21]2=[CH:24][CH:25]=[CH:26][CH:27]=[C:20]2[C:19]1=[O:28].C(N(CC)CC)C, predict the reaction product. The product is: [C:1]1([CH3:13])[CH:6]=[CH:5][CH:4]=[CH:3][C:2]=1[N:7]1[CH2:8][CH2:9][N:10]([CH2:15][CH2:16][CH2:17][N:18]2[C:22](=[O:23])[C:21]3[C:20](=[CH:27][CH:26]=[CH:25][CH:24]=3)[C:19]2=[O:28])[CH2:11][CH2:12]1. (4) Given the reactants [CH:1]1[C:10]2[C:5](=[CH:6][CH:7]=[CH:8][CH:9]=2)[CH:4]=[C:3]([C:11]([NH:13][C:14]2[NH:18][C:17]3[C:19]([O:26][CH3:27])=[CH:20][CH:21]=[C:22]([C:23](O)=[O:24])[C:16]=3[N:15]=2)=[O:12])[N:2]=1.CN(C(ON1N=NC2C=CC=CC1=2)=[N+](C)C)C.F[P-](F)(F)(F)(F)F.CCN(C(C)C)C(C)C.Cl.[CH3:62][S:63]([C:66]1[CH:73]=[CH:72][C:69]([CH2:70][NH2:71])=[CH:68][CH:67]=1)(=[O:65])=[O:64], predict the reaction product. The product is: [CH3:62][S:63]([C:66]1[CH:73]=[CH:72][C:69]([CH2:70][NH:71][C:23]([C:22]2[C:16]3[NH:15][C:14]([NH:13][C:11]([C:3]4[N:2]=[CH:1][C:10]5[C:5]([CH:4]=4)=[CH:6][CH:7]=[CH:8][CH:9]=5)=[O:12])=[N:18][C:17]=3[C:19]([O:26][CH3:27])=[CH:20][CH:21]=2)=[O:24])=[CH:68][CH:67]=1)(=[O:64])=[O:65]. (5) Given the reactants Cl[C:2]1[CH:3]=[C:4]([CH:9]=[CH:10][CH:11]=1)[C:5]([O:7]O)=O.[N:12]1([C:18]([O-:20])=O)[CH2:17][CH2:16][CH:15]=[CH:14][CH2:13]1.CC[O:23]CC, predict the reaction product. The product is: [CH:14]12[O:23][CH:15]1[CH2:16][CH2:17][N:12]([C:18]([O:7][CH2:5][C:4]1[CH:3]=[CH:2][CH:11]=[CH:10][CH:9]=1)=[O:20])[CH2:13]2. (6) Given the reactants [CH3:1][O:2][C:3]1[CH:8]=[CH:7][CH:6]=[CH:5][C:4]=1O.[F:10][C:11]1[CH:16]=[CH:15][CH:14]=[CH:13][C:12]=1[CH:17]([OH:41])[CH2:18][CH2:19][CH2:20][CH2:21][CH2:22][N:23]1[CH2:28][CH2:27][CH:26]([C:29]2[CH:30]=[C:31]([NH:35][C:36](=[O:40])[CH:37]([CH3:39])[CH3:38])[CH:32]=[CH:33][CH:34]=2)[CH2:25][CH2:24]1, predict the reaction product. The product is: [F:10][C:11]1[CH:16]=[CH:15][CH:14]=[CH:13][C:12]=1[CH:17]([O:41][C:4]1[CH:5]=[CH:6][CH:7]=[CH:8][C:3]=1[O:2][CH3:1])[CH2:18][CH2:19][CH2:20][CH2:21][CH2:22][N:23]1[CH2:24][CH2:25][CH:26]([C:29]2[CH:30]=[C:31]([NH:35][C:36](=[O:40])[CH:37]([CH3:38])[CH3:39])[CH:32]=[CH:33][CH:34]=2)[CH2:27][CH2:28]1. (7) Given the reactants [Cl:1][C:2]1[CH:3]=[C:4]([NH2:11])[CH:5]=[CH:6][C:7]=1[O:8][CH2:9][CH3:10].[F:12][C:13]([F:25])([F:24])[C:14]1[CH:19]=[CH:18][C:17]([CH2:20][C:21](O)=O)=[CH:16][CH:15]=1, predict the reaction product. The product is: [Cl:1][C:2]1[CH:3]=[C:4]([NH:11][CH2:21][CH2:20][C:17]2[CH:16]=[CH:15][C:14]([C:13]([F:12])([F:24])[F:25])=[CH:19][CH:18]=2)[CH:5]=[CH:6][C:7]=1[O:8][CH2:9][CH3:10]. (8) Given the reactants B(Br)(Br)Br.C[O:6][C:7]1[CH:12]=[CH:11][C:10]([C:13]2[C:17]3[CH2:18][C:19]4[S:20][C:21]([C:24]5[CH:25]=[CH:26][C:27]([NH2:30])=[N:28][CH:29]=5)=[CH:22][C:23]=4[C:16]=3[NH:15][N:14]=2)=[CH:9][CH:8]=1, predict the reaction product. The product is: [NH2:30][C:27]1[N:28]=[CH:29][C:24]([C:21]2[S:20][C:19]3[CH2:18][C:17]4[C:13]([C:10]5[CH:11]=[CH:12][C:7]([OH:6])=[CH:8][CH:9]=5)=[N:14][NH:15][C:16]=4[C:23]=3[CH:22]=2)=[CH:25][CH:26]=1.